The task is: Predict the reactants needed to synthesize the given product.. This data is from Full USPTO retrosynthesis dataset with 1.9M reactions from patents (1976-2016). (1) Given the product [OH-:15].[NH4+:4].[F:12][C:2]([F:1])([F:13])[C:3]1[N:4]=[C:5]2[CH2:10][NH:9][CH2:8][CH2:7][N:6]2[CH:11]=1, predict the reactants needed to synthesize it. The reactants are: [F:1][C:2]([F:13])([F:12])[C:3]1[N:4]=[C:5]2[CH:10]=[N:9][CH:8]=[CH:7][N:6]2[CH:11]=1.C[OH:15]. (2) Given the product [N+:8]([C:5]1[CH:6]=[CH:7][C:2]([NH:14][CH2:13][C:12]([F:16])([F:15])[F:11])=[N:3][CH:4]=1)([O-:10])=[O:9], predict the reactants needed to synthesize it. The reactants are: Cl[C:2]1[CH:7]=[CH:6][C:5]([N+:8]([O-:10])=[O:9])=[CH:4][N:3]=1.[F:11][C:12]([F:16])([F:15])[CH2:13][NH2:14].C(N(CC)C(C)C)(C)C. (3) The reactants are: [CH3:1][C:2]1[C:3]([C:13]2[O:14][CH:15]=[CH:16][N:17]=2)=[C:4]([CH:10]=[CH:11][CH:12]=1)[C:5]([O:7]CC)=[O:6].[OH-].[Na+]. Given the product [CH3:1][C:2]1[C:3]([C:13]2[O:14][CH:15]=[CH:16][N:17]=2)=[C:4]([CH:10]=[CH:11][CH:12]=1)[C:5]([OH:7])=[O:6], predict the reactants needed to synthesize it. (4) Given the product [F:39][C:11]1[CH:12]=[C:13]([C:15](=[O:38])[NH:16][C:17]2[S:18][C:19]3[CH2:29][CH2:28][C:27]4[C:22](=[CH:23][CH:24]=[CH:25][C:26]=4[CH2:30][CH2:31][CH:32]([O:36][CH3:37])[CH2:33][CH2:34][CH3:35])[C:20]=3[N:21]=2)[CH:14]=[C:9]([F:8])[C:10]=1[CH:40]=[C:41]([CH3:47])[C:42]([OH:44])=[O:43], predict the reactants needed to synthesize it. The reactants are: C1COCC1.[OH-].[Na+].[F:8][C:9]1[CH:14]=[C:13]([C:15](=[O:38])[NH:16][C:17]2[S:18][C:19]3[CH2:29][CH2:28][C:27]4[C:22](=[CH:23][CH:24]=[CH:25][C:26]=4[CH2:30][CH2:31][CH:32]([O:36][CH3:37])[CH2:33][CH2:34][CH3:35])[C:20]=3[N:21]=2)[CH:12]=[C:11]([F:39])[C:10]=1[CH:40]=[C:41]([CH3:47])[C:42]([O:44]CC)=[O:43].Cl.